Dataset: Full USPTO retrosynthesis dataset with 1.9M reactions from patents (1976-2016). Task: Predict the reactants needed to synthesize the given product. (1) The reactants are: [ClH:1].[C:2]([C:5]1[CH:53]=[CH:52][C:8]([C:9]([N:11]2[CH2:17][C@H:16]([NH:18][C:19](=[O:32])[C@@H:20]([N:22]([CH2:30][CH3:31])C(=O)OC(C)(C)C)[CH3:21])[C:15](=[O:33])[N:14]([CH2:34][C:35]3[C:44]4[C:39](=[CH:40][C:41]([Br:45])=[CH:42][CH:43]=4)[CH:38]=[CH:37][C:36]=3[O:46][CH3:47])[C:13]3[CH:48]=[CH:49][CH:50]=[CH:51][C:12]2=3)=[O:10])=[CH:7][CH:6]=1)(=[O:4])[CH3:3]. Given the product [ClH:1].[C:2]([C:5]1[CH:6]=[CH:7][C:8]([C:9]([N:11]2[CH2:17][C@H:16]([NH:18][C:19](=[O:32])[C@@H:20]([NH:22][CH2:30][CH3:31])[CH3:21])[C:15](=[O:33])[N:14]([CH2:34][C:35]3[C:44]4[C:39](=[CH:40][C:41]([Br:45])=[CH:42][CH:43]=4)[CH:38]=[CH:37][C:36]=3[O:46][CH3:47])[C:13]3[CH:48]=[CH:49][CH:50]=[CH:51][C:12]2=3)=[O:10])=[CH:52][CH:53]=1)(=[O:4])[CH3:3], predict the reactants needed to synthesize it. (2) Given the product [Br:1][C:2]1[C:3]([F:11])=[C:4]([C:5]([F:8])=[CH:6][CH:7]=1)[CH2:9][O:10][C:26]([N:22]1[C@H:23]([CH3:25])[CH2:24][N:19]([C:17]([O:16][C:12]([CH3:13])([CH3:15])[CH3:14])=[O:18])[CH2:20][C@@H:21]1[CH3:29])=[O:27], predict the reactants needed to synthesize it. The reactants are: [Br:1][C:2]1[C:3]([F:11])=[C:4]([CH2:9][OH:10])[C:5]([F:8])=[CH:6][CH:7]=1.[C:12]([O:16][C:17]([N:19]1[CH2:24][C@H:23]([CH3:25])[N:22]([C:26](Cl)=[O:27])[C@H:21]([CH3:29])[CH2:20]1)=[O:18])([CH3:15])([CH3:14])[CH3:13].